Dataset: Forward reaction prediction with 1.9M reactions from USPTO patents (1976-2016). Task: Predict the product of the given reaction. (1) The product is: [O:1]([CH2:8][CH2:9][CH2:10][CH2:11][NH2:12])[C:2]1[CH:7]=[CH:6][CH:5]=[CH:4][CH:3]=1. Given the reactants [O:1]([CH2:8][CH2:9][CH2:10][CH2:11][N:12]1C(=O)C2C(=CC=CC=2)C1=O)[C:2]1[CH:7]=[CH:6][CH:5]=[CH:4][CH:3]=1.NN.O.CCOC(C)=O, predict the reaction product. (2) Given the reactants [N:1]1([C@@H:6]2[CH2:10][CH2:9][N:8]([C:11]3[CH:16]=[CH:15][C:14]([N:17]4[CH:26]=[CH:25][C:24]5[C:19](=[CH:20][CH:21]=[C:22]([OH:27])[CH:23]=5)[C:18]4=[O:28])=[CH:13][C:12]=3[F:29])[CH2:7]2)[CH2:5][CH2:4][CH2:3][CH2:2]1.Br[C:31]1[S:32][CH:33]=[CH:34][N:35]=1, predict the reaction product. The product is: [N:1]1([C@@H:6]2[CH2:10][CH2:9][N:8]([C:11]3[CH:16]=[CH:15][C:14]([N:17]4[CH:26]=[CH:25][C:24]5[C:19](=[CH:20][CH:21]=[C:22]([O:27][C:31]6[S:32][CH:33]=[CH:34][N:35]=6)[CH:23]=5)[C:18]4=[O:28])=[CH:13][C:12]=3[F:29])[CH2:7]2)[CH2:2][CH2:3][CH2:4][CH2:5]1.